Task: Predict the reaction yield, written as a fraction of the theoretical maximum amount of product (1.0 means a 100% yield; for example, 0.34 means a 34% yield).. Dataset: Reaction yield outcomes from USPTO patents with 853,638 reactions (1) The reactants are [C:1]([C:4]1([CH2:7][CH2:8][CH2:9][CH2:10][C:11](=[O:22])[CH2:12][CH2:13][CH2:14][CH2:15][C:16]2([C:19]([OH:21])=[O:20])[CH2:18][CH2:17]2)[CH2:6][CH2:5]1)([OH:3])=[O:2].[OH-].[Na+].[BH4-].[Na+].Cl. The catalyst is CC(O)C.O. The product is [C:19]([C:16]1([CH2:15][CH2:14][CH2:13][CH2:12][CH:11]([OH:22])[CH2:10][CH2:9][CH2:8][CH2:7][C:4]2([C:1]([OH:3])=[O:2])[CH2:5][CH2:6]2)[CH2:17][CH2:18]1)([OH:21])=[O:20]. The yield is 0.860. (2) The yield is 0.880. The reactants are O1CCCCC1[O:7][NH:8][C:9]([C:11]1([S:17]([C:20]2[CH:21]=[N:22][C:23]([C:26]3[CH:31]=[CH:30][C:29]([O:32][CH2:33][C:34]([F:37])([F:36])[F:35])=[CH:28][CH:27]=3)=[CH:24][CH:25]=2)(=[O:19])=[O:18])[CH2:16][CH2:15][O:14][CH2:13][CH2:12]1)=[O:10].C(N(CC)CC)C.O.[OH:46]N1C2C=CC=CC=2N=N1.O1CCCCC1ON.Cl.CN(C)CCCN=C=NCC. The product is [F:35][C:34]([F:37])([F:36])[C:33]([OH:46])=[O:32].[OH:7][NH:8][C:9]([C:11]1([S:17]([C:20]2[CH:21]=[N:22][C:23]([C:26]3[CH:31]=[CH:30][C:29]([O:32][CH2:33][C:34]([F:37])([F:36])[F:35])=[CH:28][CH:27]=3)=[CH:24][CH:25]=2)(=[O:19])=[O:18])[CH2:12][CH2:13][O:14][CH2:15][CH2:16]1)=[O:10]. The catalyst is CN(C)C=O.O.C(OC(=O)C)C. (3) The reactants are [NH:1]1[CH:5]=[C:4]([NH2:6])[CH:3]=[N:2]1.Cl.CN(C)CCCN=C=NCC.O.ON1C2C=CC=CC=2N=N1.C(N(CC)CC)C.[CH3:37][C:38]([O:41][C:42]([N:44]1[CH2:53][CH2:52][C:51]2[C:46](=[CH:47][CH:48]=[C:49]([C:54](O)=[O:55])[CH:50]=2)[CH2:45]1)=[O:43])([CH3:40])[CH3:39].[OH-].[K+]. The catalyst is CN(C=O)C.O. The product is [NH:1]1[CH:5]=[C:4]([NH:6][C:54]([C:49]2[CH:50]=[C:51]3[C:46](=[CH:47][CH:48]=2)[CH2:45][N:44]([C:42]([O:41][C:38]([CH3:40])([CH3:39])[CH3:37])=[O:43])[CH2:53][CH2:52]3)=[O:55])[CH:3]=[N:2]1. The yield is 0.480. (4) The reactants are [NH2:1][C:2]1[CH:10]=[CH:9][CH:8]=[C:7]2[C:3]=1[C:4](=[O:20])[N:5]([CH:12]1[CH2:17][CH2:16][C:15](=[O:18])[NH:14][C:13]1=[O:19])[C:6]2=[O:11].[C:21](Cl)(=[O:25])[CH2:22][CH2:23][CH3:24].CO. The catalyst is C1COCC1.C(OCC)C. The product is [O:19]=[C:13]1[CH:12]([N:5]2[C:4](=[O:20])[C:3]3[C:7](=[CH:8][CH:9]=[CH:10][C:2]=3[NH:1][C:21](=[O:25])[CH2:22][CH2:23][CH3:24])[C:6]2=[O:11])[CH2:17][CH2:16][C:15](=[O:18])[NH:14]1. The yield is 0.800. (5) The reactants are ClC1[CH:3]=[C:4]([C:9]2[N:13]3[C:14]4[N:22]=[C:21]([O:23][CH3:24])[CH:20]=[CH:19][C:15]=4[N:16]=[C:17]([CH3:18])[C:12]3=[C:11]([CH3:25])[N:10]=2)[CH:5]=C(Cl)C=1.[F:26][C:27]1[C:32](C)=[CH:31]C(B(O)O)=C[N:28]=1. No catalyst specified. The product is [F:26][C:27]1[N:28]=[CH:3][C:4]([C:9]2[N:13]3[C:14]4[N:22]=[C:21]([O:23][CH3:24])[CH:20]=[CH:19][C:15]=4[N:16]=[C:17]([CH3:18])[C:12]3=[C:11]([CH3:25])[N:10]=2)=[CH:5][C:32]=1[CH3:31]. The yield is 0.370.